This data is from Catalyst prediction with 721,799 reactions and 888 catalyst types from USPTO. The task is: Predict which catalyst facilitates the given reaction. (1) Reactant: [NH2:1][C:2]1[N:6]([C:7]2[CH:12]=[CH:11][CH:10]=[CH:9][C:8]=2O)[N:5]=[C:4]([C:14]([CH3:17])([CH3:16])[CH3:15])[CH:3]=1.C1(P(C2C=CC=CC=2)C2C=CC=CC=2)C=CC=CC=1.[CH2:37]([O:44][CH2:45][C@@H:46]([OH:48])[CH3:47])[C:38]1[CH:43]=[CH:42][CH:41]=[CH:40][CH:39]=1.CC(OC(/N=N/C(OC(C)C)=O)=O)C. The catalyst class is: 87. Product: [CH2:37]([O:44][CH2:45][C@@H:46]([CH3:47])[O:48][C:9]1[CH:8]=[C:7]([N:6]2[C:2]([NH2:1])=[CH:3][C:4]([C:14]([CH3:17])([CH3:16])[CH3:15])=[N:5]2)[CH:12]=[CH:11][CH:10]=1)[C:38]1[CH:43]=[CH:42][CH:41]=[CH:40][CH:39]=1. (2) Reactant: [NH:1]([CH2:3][CH2:4][C:5]#[N:6])[NH2:2].[C:7]1(=O)[CH2:10][CH2:9][CH2:8]1.CC(C)([O-])C.[Na+]. Product: [CH:7]1([N:2]2[C:5]([NH2:6])=[CH:4][CH:3]=[N:1]2)[CH2:10][CH2:9][CH2:8]1. The catalyst class is: 8. (3) Reactant: C1(S([N:10]2[C:18]3[C:13](=[CH:14][C:15]([C:19]([C:21]4[CH:22]=[CH:23][C:24]([Cl:30])=[C:25]([S:27]([NH2:29])=[O:28])[CH:26]=4)=[O:20])=[CH:16][CH:17]=3)[C:12]3[CH2:31][CH2:32][N:33]([C:35](=[O:40])[C:36]([CH3:39])([CH3:38])[CH3:37])[CH2:34][C:11]2=3)(=O)=O)C=CC=CC=1. Product: [Cl:30][C:24]1[CH:23]=[CH:22][C:21]([C:19]([C:15]2[CH:14]=[C:13]3[C:18](=[CH:17][CH:16]=2)[NH:10][C:11]2[CH2:34][N:33]([C:35](=[O:40])[C:36]([CH3:37])([CH3:38])[CH3:39])[CH2:32][CH2:31][C:12]3=2)=[O:20])=[CH:26][C:25]=1[S:27]([NH2:29])=[O:28]. The catalyst class is: 273. (4) Reactant: [CH3:1][C:2]1[C:6]([C:7]2[CH2:12][CH2:11][CH2:10][C:9](=[O:13])[CH:8]=2)=[CH:5][N:4]([C:14]2[CH:19]=[CH:18][N:17]=[C:16]3[N:20]([CH2:23][O:24][CH2:25][CH2:26][Si:27]([CH3:30])([CH3:29])[CH3:28])[CH:21]=[CH:22][C:15]=23)[N:3]=1.CO.[BH4-].[Na+]. Product: [CH3:1][C:2]1[C:6]([CH:7]2[CH2:12][CH2:11][CH2:10][CH:9]([OH:13])[CH2:8]2)=[CH:5][N:4]([C:14]2[CH:19]=[CH:18][N:17]=[C:16]3[N:20]([CH2:23][O:24][CH2:25][CH2:26][Si:27]([CH3:28])([CH3:30])[CH3:29])[CH:21]=[CH:22][C:15]=23)[N:3]=1. The catalyst class is: 45. (5) Reactant: [Br:1][C:2]1[C:7](=[O:8])[N:6]([CH2:9][C:10]([NH:12][CH2:13][C:14]2[CH:19]=[CH:18][N:17]=[CH:16][CH:15]=2)=O)[N:5]=[CH:4][C:3]=1[NH:20][C@@H:21]1[CH2:26][C@@H:25]2[CH2:27][C@@H:23]([C:24]2([CH3:29])[CH3:28])[C@H:22]1[CH3:30].O1CCCC1.B.[Cl-].[Na+]. Product: [Br:1][C:2]1[C:7](=[O:8])[N:6]([CH2:9][CH2:10][NH:12][CH2:13][C:14]2[CH:19]=[CH:18][N:17]=[CH:16][CH:15]=2)[N:5]=[CH:4][C:3]=1[NH:20][C@@H:21]1[CH2:26][C@@H:25]2[CH2:27][C@@H:23]([C:24]2([CH3:28])[CH3:29])[C@H:22]1[CH3:30]. The catalyst class is: 9. (6) Reactant: [NH:1]1[C:5]2[CH:6]=[CH:7][C:8]([NH2:10])=[CH:9][C:4]=2[N:3]=[CH:2]1.[CH3:11][C:12]1[O:16][C:15]([CH:17]=O)=[CH:14][CH:13]=1.C([O:21][C:22](=O)[C:23](=[O:30])[CH2:24][C:25](=[O:29])[CH2:26][CH2:27][CH3:28])C. Product: [NH:1]1[C:5]2[CH:6]=[CH:7][C:8]([N:10]3[CH:17]([C:15]4[O:16][C:12]([CH3:11])=[CH:13][CH:14]=4)[C:24]([C:25](=[O:29])[CH2:26][CH2:27][CH3:28])=[C:23]([OH:30])[C:22]3=[O:21])=[CH:9][C:4]=2[N:3]=[CH:2]1. The catalyst class is: 8. (7) Reactant: [CH3:1][C:2]1([CH3:14])[C:6]([CH3:8])([CH3:7])[O:5][B:4]([C:9]2[CH:10]=[N:11][NH:12][CH:13]=2)[O:3]1.[H-].[Na+].C1(C)C=CC(S(O[CH2:27][C@@H:28]2[CH2:32][O:31][C:30]([CH3:34])([CH3:33])[O:29]2)(=O)=O)=CC=1. Product: [CH3:33][C:30]1([CH3:34])[O:29][C@H:28]([CH2:27][N:12]2[CH:13]=[C:9]([B:4]3[O:5][C:6]([CH3:7])([CH3:8])[C:2]([CH3:14])([CH3:1])[O:3]3)[CH:10]=[N:11]2)[CH2:32][O:31]1. The catalyst class is: 3.